This data is from Catalyst prediction with 721,799 reactions and 888 catalyst types from USPTO. The task is: Predict which catalyst facilitates the given reaction. (1) Reactant: Cl.[NH:2]1[CH2:7][CH2:6][C:5](=[O:8])[CH2:4][CH2:3]1.C(N(CC)CC)C.[F:16][C:17]1[CH:18]=[C:19]([N+:25]([O-:27])=[O:26])[CH:20]=[C:21]([F:24])[C:22]=1F. Product: [F:16][C:17]1[CH:18]=[C:19]([N+:25]([O-:27])=[O:26])[CH:20]=[C:21]([F:24])[C:22]=1[N:2]1[CH2:7][CH2:6][C:5](=[O:8])[CH2:4][CH2:3]1. The catalyst class is: 146. (2) Reactant: [H-].[H-].[H-].[H-].[Li+].[Al+3].[F:7][C:8]1[CH:9]=[C:10]2[N:15]([C:16]=1[C:17]#[N:18])[CH:14]=[CH:13][CH:12]=[CH:11]2. Product: [F:7][C:8]1[CH:9]=[C:10]2[N:15]([C:16]=1[CH2:17][NH2:18])[CH:14]=[CH:13][CH:12]=[CH:11]2. The catalyst class is: 28. (3) The catalyst class is: 16. Product: [C:1]([O:5][C:6](=[O:20])[NH:7][C:8]1[CH:13]=[C:12]([N:21]2[CH2:26][CH2:25][CH2:24][CH2:23][CH2:22]2)[C:11]([C:15]#[N:16])=[CH:10][C:9]=1[N+:17]([O-:19])=[O:18])([CH3:4])([CH3:3])[CH3:2]. Reactant: [C:1]([O:5][C:6](=[O:20])[NH:7][C:8]1[CH:13]=[C:12](F)[C:11]([C:15]#[N:16])=[CH:10][C:9]=1[N+:17]([O-:19])=[O:18])([CH3:4])([CH3:3])[CH3:2].[NH:21]1[CH2:26][CH2:25][CH2:24][CH2:23][CH2:22]1.